From a dataset of Full USPTO retrosynthesis dataset with 1.9M reactions from patents (1976-2016). Predict the reactants needed to synthesize the given product. (1) Given the product [CH3:1][C:2]([CH3:29])([CH2:7][CH2:8][C:9]1[S:10][C:11]([C:14]2[CH:15]=[CH:16][C:17]([NH:20][C:21]([N:23]3[CH2:24][CH2:25][N:31]([CH3:30])[CH2:27][CH2:28]3)=[O:22])=[CH:18][CH:19]=2)=[CH:12][N:13]=1)[C:3]([O:5][CH3:6])=[O:4], predict the reactants needed to synthesize it. The reactants are: [CH3:1][C:2]([CH3:29])([CH2:7][CH2:8][C:9]1[S:10][C:11]([C:14]2[CH:19]=[CH:18][C:17]([NH:20][C:21]([N:23]3[CH2:28][CH2:27]C[CH2:25][CH2:24]3)=[O:22])=[CH:16][CH:15]=2)=[CH:12][N:13]=1)[C:3]([O:5][CH3:6])=[O:4].[CH3:30][N:31]1CCNCC1. (2) Given the product [CH3:1][O:2][C:3](=[O:20])[CH:4]([O:13][C:14]1[CH:15]=[CH:16][CH:17]=[CH:18][CH:19]=1)[CH2:5][C:6]1[CH:11]=[CH:10][C:9]([O:12][CH2:30][CH2:29][C:26]2[CH:27]=[CH:28][C:23]([S:22][CH3:21])=[CH:24][CH:25]=2)=[CH:8][CH:7]=1, predict the reactants needed to synthesize it. The reactants are: [CH3:1][O:2][C:3](=[O:20])[CH:4]([O:13][C:14]1[CH:19]=[CH:18][CH:17]=[CH:16][CH:15]=1)[CH2:5][C:6]1[CH:11]=[CH:10][C:9]([OH:12])=[CH:8][CH:7]=1.[CH3:21][S:22][C:23]1[CH:28]=[CH:27][C:26]([CH2:29][CH2:30]O)=[CH:25][CH:24]=1.